This data is from Peptide-MHC class II binding affinity with 134,281 pairs from IEDB. The task is: Regression. Given a peptide amino acid sequence and an MHC pseudo amino acid sequence, predict their binding affinity value. This is MHC class II binding data. (1) The peptide sequence is EDHWASRENSGGGVE. The MHC is HLA-DQA10201-DQB10301 with pseudo-sequence HLA-DQA10201-DQB10301. The binding affinity (normalized) is 0. (2) The peptide sequence is IDLTKIDRCFQLRGNGV. The MHC is DRB1_1302 with pseudo-sequence DRB1_1302. The binding affinity (normalized) is 0.575. (3) The peptide sequence is RVNQLIRYSGYRETP. The MHC is DRB3_0101 with pseudo-sequence DRB3_0101. The binding affinity (normalized) is 0. (4) The peptide sequence is ARTISEAGQAMASTE. The MHC is DRB5_0101 with pseudo-sequence DRB5_0101. The binding affinity (normalized) is 0.107. (5) The peptide sequence is ACSLFLNYAVSFNYF. The MHC is HLA-DPA10103-DPB10401 with pseudo-sequence HLA-DPA10103-DPB10401. The binding affinity (normalized) is 0.562. (6) The peptide sequence is KIPKKASEGAVDIIN. The MHC is DRB3_0101 with pseudo-sequence DRB3_0101. The binding affinity (normalized) is 0.201.